The task is: Predict the product of the given reaction.. This data is from Forward reaction prediction with 1.9M reactions from USPTO patents (1976-2016). (1) The product is: [CH3:12][C:7]1[CH:8]=[N:9][CH:10]=[CH:11][C:6]=1[NH:5][C:3](=[O:4])[CH3:2]. Given the reactants C[C:2](C)(C)[C:3]([NH:5][C:6]1[CH:11]=[CH:10][N:9]=[CH:8][C:7]=1[CH3:12])=[O:4].[OH-].[Na+], predict the reaction product. (2) Given the reactants [CH3:1][C:2]1[CH:3]=[C:4]([C:19]2[CH:24]=[CH:23][C:22]([N+:25]([O-])=O)=[CH:21][CH:20]=2)[CH:5]=[CH:6][C:7]=1[C:8]([NH:10][C@H:11]([C:15]([O:17][CH3:18])=[O:16])[CH:12]([CH3:14])[CH3:13])=[O:9].Cl, predict the reaction product. The product is: [NH2:25][C:22]1[CH:21]=[CH:20][C:19]([C:4]2[CH:5]=[CH:6][C:7]([C:8]([NH:10][C@H:11]([C:15]([O:17][CH3:18])=[O:16])[CH:12]([CH3:14])[CH3:13])=[O:9])=[C:2]([CH3:1])[CH:3]=2)=[CH:24][CH:23]=1.